This data is from Full USPTO retrosynthesis dataset with 1.9M reactions from patents (1976-2016). The task is: Predict the reactants needed to synthesize the given product. (1) Given the product [C:1]1([C:21]2[CH:26]=[CH:25][CH:24]=[CH:23][CH:22]=2)[CH:2]=[CH:3][C:4]([O:7][CH2:8][C:9]([NH:11][C:12]2[S:13][CH:14]=[CH:15][C:16]=2[C:17]([OH:19])=[O:18])=[O:10])=[CH:5][CH:6]=1, predict the reactants needed to synthesize it. The reactants are: [C:1]1([C:21]2[CH:26]=[CH:25][CH:24]=[CH:23][CH:22]=2)[CH:6]=[CH:5][C:4]([O:7][CH2:8][C:9]([NH:11][C:12]2[S:13][CH:14]=[CH:15][C:16]=2[C:17]([O:19]C)=[O:18])=[O:10])=[CH:3][CH:2]=1. (2) Given the product [C:21]([C:18]1[CH:19]=[CH:20][C:15]([O:14][CH2:13][C:12]([NH:11][C:6]2[CH:5]=[C:4]([CH:9]=[CH:8][C:7]=2[OH:10])[C:3]([OH:32])=[O:2])=[O:31])=[CH:16][CH:17]=1)([CH3:30])([CH3:22])[CH3:28], predict the reactants needed to synthesize it. The reactants are: C[O:2][C:3](=[O:32])[C:4]1[CH:9]=[CH:8][C:7]([OH:10])=[C:6]([NH:11][C:12](=[O:31])[CH2:13][O:14][C:15]2[CH:20]=[CH:19][C:18]([C:21]34[CH2:30]C5CC(CC(C5)[CH2:22]3)[CH2:28]4)=[CH:17][CH:16]=2)[CH:5]=1.[OH-].[K+].Cl. (3) Given the product [Si:24]([O:23][CH2:22][CH2:21][O:16][C:14]1[CH:15]=[C:10]([C:2]2[O:1][C:5]3[CH:6]=[CH:7][CH:8]=[CH:9][C:4]=3[N:3]=2)[CH:11]=[CH:12][C:13]=1[CH3:17])([C:27]([CH3:30])([CH3:29])[CH3:28])([CH3:26])[CH3:25], predict the reactants needed to synthesize it. The reactants are: [O:1]1[C:5]2[CH:6]=[CH:7][CH:8]=[CH:9][C:4]=2[N:3]=[C:2]1[C:10]1[CH:11]=[CH:12][C:13]([CH3:17])=[C:14]([OH:16])[CH:15]=1.[H-].[Na+].Br[CH2:21][CH2:22][O:23][Si:24]([C:27]([CH3:30])([CH3:29])[CH3:28])([CH3:26])[CH3:25].CCOC(C)=O. (4) Given the product [F:54][C:43]1[C:44]([C:46]2[CH:51]=[CH:50][CH:49]=[C:48]([CH2:52][OH:53])[CH:47]=2)=[CH:45][C:40]([CH2:39][NH:38][C:8]([C:7]2[CH:6]=[C:5]([CH:13]=[CH:12][CH:11]=2)[C:3]([O:2][CH3:1])=[O:4])=[O:10])=[CH:41][CH:42]=1, predict the reactants needed to synthesize it. The reactants are: [CH3:1][O:2][C:3]([C:5]1[CH:6]=[C:7]([CH:11]=[CH:12][CH:13]=1)[C:8]([OH:10])=O)=[O:4].CN(C(ON1N=NC2C=CC=CC1=2)=[N+](C)C)C.F[P-](F)(F)(F)(F)F.[NH2:38][CH2:39][C:40]1[CH:41]=[CH:42][C:43]([F:54])=[C:44]([C:46]2[CH:51]=[CH:50][CH:49]=[C:48]([CH2:52][OH:53])[CH:47]=2)[CH:45]=1.C(N(CC)CC)C. (5) The reactants are: [O:1]1[C:5]2[CH:6]=[CH:7][C:8]([CH:10]=[CH:11][C:12]([OH:14])=[O:13])=[CH:9][C:4]=2[O:3][CH2:2]1.[H][H]. Given the product [O:1]1[C:5]2[CH:6]=[CH:7][C:8]([CH2:10][CH2:11][C:12]([OH:14])=[O:13])=[CH:9][C:4]=2[O:3][CH2:2]1, predict the reactants needed to synthesize it. (6) Given the product [F:8][C:6]1[CH:5]=[C:4]([CH2:9][C:10]([NH:12][C@H:13]([C:15]([NH:18][CH:19]([C:25]2[S:26][C:27]3[CH:33]=[CH:32][CH:31]=[CH:30][C:28]=3[CH:29]=2)[C:20]([O:22][CH2:23][CH3:24])=[O:21])=[O:17])[CH3:14])=[O:11])[CH:3]=[C:2]([F:1])[CH:7]=1, predict the reactants needed to synthesize it. The reactants are: [F:1][C:2]1[CH:3]=[C:4]([CH2:9][C:10]([NH:12][C@H:13]([C:15]([OH:17])=O)[CH3:14])=[O:11])[CH:5]=[C:6]([F:8])[CH:7]=1.[NH2:18][CH:19]([C:25]1[S:26][C:27]2[CH:33]=[CH:32][CH:31]=[CH:30][C:28]=2[CH:29]=1)[C:20]([O:22][CH2:23][CH3:24])=[O:21]. (7) The reactants are: [Si:1]([O:8][CH2:9][C@@H:10]([N:16]([CH3:29])[C:17]([NH:19][CH2:20][C:21]1[CH:26]=[CH:25][CH:24]=[C:23]([F:27])[C:22]=1[Cl:28])=[O:18])[CH2:11][C@@H:12]([OH:15])[CH2:13][OH:14])([C:4]([CH3:7])([CH3:6])[CH3:5])([CH3:3])[CH3:2].CO[C:32](OC)([CH3:34])[CH3:33].CC1C=CC(S([O-])(=O)=O)=CC=1.C1C=C[NH+]=CC=1.C([O-])(O)=O.[Na+]. Given the product [Si:1]([O:8][CH2:9][C@@H:10]([N:16]([CH3:29])[C:17]([NH:19][CH2:20][C:21]1[CH:26]=[CH:25][CH:24]=[C:23]([F:27])[C:22]=1[Cl:28])=[O:18])[CH2:11][C@@H:12]1[CH2:13][O:14][C:32]([CH3:34])([CH3:33])[O:15]1)([C:4]([CH3:5])([CH3:7])[CH3:6])([CH3:2])[CH3:3], predict the reactants needed to synthesize it. (8) Given the product [Br:1][C:18]1[N:17]=[C:16]([C@@H:19]2[CH2:24][CH2:23][CH2:22][N:21]([C:25]([O:27][CH2:28][C:29]3[CH:30]=[CH:31][CH:32]=[CH:33][CH:34]=3)=[O:26])[CH2:20]2)[N:12]2[CH:13]=[CH:14][N:15]=[C:10]([Cl:9])[C:11]=12, predict the reactants needed to synthesize it. The reactants are: [Br:1]N1C(=O)CCC1=O.[Cl:9][C:10]1[C:11]2[N:12]([C:16]([C@@H:19]3[CH2:24][CH2:23][CH2:22][N:21]([C:25]([O:27][CH2:28][C:29]4[CH:34]=[CH:33][CH:32]=[CH:31][CH:30]=4)=[O:26])[CH2:20]3)=[N:17][CH:18]=2)[CH:13]=[CH:14][N:15]=1. (9) The reactants are: [Cl:1][C:2]1[CH:3]=[C:4]([CH:18]=[CH:19][C:20]=1[Cl:21])[CH2:5][NH:6][C:7]1[CH:8]=[CH:9][C:10]2[N:11]([C:13](I)=[C:14]([CH3:16])[N:15]=2)[N:12]=1.[C:22]1([C:28]#[CH:29])[CH:27]=[CH:26][CH:25]=[CH:24][CH:23]=1.C(N(CC)CC)C. Given the product [Cl:1][C:2]1[CH:3]=[C:4]([CH:18]=[CH:19][C:20]=1[Cl:21])[CH2:5][NH:6][C:7]1[CH:8]=[CH:9][C:10]2[N:11]([C:13]([C:29]#[C:28][C:22]3[CH:27]=[CH:26][CH:25]=[CH:24][CH:23]=3)=[C:14]([CH3:16])[N:15]=2)[N:12]=1, predict the reactants needed to synthesize it.